From a dataset of Full USPTO retrosynthesis dataset with 1.9M reactions from patents (1976-2016). Predict the reactants needed to synthesize the given product. (1) Given the product [Cl:1][C:2]1[CH:3]=[C:4]([CH:7]=[CH:8][C:9]=1[OH:10])[C:5]#[N:13], predict the reactants needed to synthesize it. The reactants are: [Cl:1][C:2]1[CH:3]=[C:4]([CH:7]=[CH:8][C:9]=1[OH:10])[CH:5]=O.[Cl-].O[NH3+:13]. (2) Given the product [Cl:1][C:2]1[CH:7]=[CH:6][C:5]([C:8](=[CH2:21])[CH2:9][C:10]([OH:20])([C:16]([F:19])([F:18])[F:17])[CH:11]=[O:12])=[C:4]([O:22][CH3:23])[C:3]=1[F:24], predict the reactants needed to synthesize it. The reactants are: [Cl:1][C:2]1[CH:7]=[CH:6][C:5]([C:8](=[CH2:21])[CH2:9][C:10]([OH:20])([C:16]([F:19])([F:18])[F:17])[C:11](OCC)=[O:12])=[C:4]([O:22][CH3:23])[C:3]=1[F:24].[H-].[Al+3].[Li+].[H-].[H-].[H-].[Cl-].[NH4+].C(O)(=O)C(C(C(O)=O)O)O. (3) Given the product [C:12]([NH:11][S:8]([C:4]1[CH:5]=[N:6][CH:7]=[C:2]([C:40]2[CH:41]=[CH:42][C:43]3[N:44]([N:46]=[C:47]([NH2:49])[N:48]=3)[CH:45]=2)[CH:3]=1)(=[O:10])=[O:9])([CH3:15])([CH3:14])[CH3:13], predict the reactants needed to synthesize it. The reactants are: Br[C:2]1[CH:3]=[C:4]([S:8]([NH:11][C:12]([CH3:15])([CH3:14])[CH3:13])(=[O:10])=[O:9])[CH:5]=[N:6][CH:7]=1.B1(B2OC(C)(C)C(C)(C)O2)OC(C)(C)C(C)(C)O1.C([O-])(=O)C.[K+].Br[C:40]1[CH:41]=[CH:42][C:43]2[N:44]([N:46]=[C:47]([NH2:49])[N:48]=2)[CH:45]=1.C([O-])([O-])=O.[Na+].[Na+]. (4) Given the product [OH:14][C:11]1[CH:12]=[CH:13][C:8]([O:7][C:5]2[S:6][C:2]([C:18]#[C:17][CH:16]([NH:19][C:20](=[O:22])[CH3:21])[CH3:15])=[CH:3][N:4]=2)=[CH:9][CH:10]=1, predict the reactants needed to synthesize it. The reactants are: Br[C:2]1[S:6][C:5]([O:7][C:8]2[CH:13]=[CH:12][C:11]([OH:14])=[CH:10][CH:9]=2)=[N:4][CH:3]=1.[CH3:15][CH:16]([NH:19][C:20](=[O:22])[CH3:21])[C:17]#[CH:18].C(N(CC)CC)C. (5) Given the product [OH:2][C:3]1[CH:4]=[C:5]2[C:10](=[CH:11][CH:12]=1)[CH:9]=[C:8]([C:13]1[NH:14][C:15]3[C:20]([C:21]=1[CH2:22][CH2:23][CH2:24][CH2:25][CH3:26])=[CH:19][CH:18]=[CH:17][CH:16]=3)[CH:7]=[CH:6]2, predict the reactants needed to synthesize it. The reactants are: C[O:2][C:3]1[CH:4]=[C:5]2[C:10](=[CH:11][CH:12]=1)[CH:9]=[C:8]([C:13]1[NH:14][C:15]3[C:20]([C:21]=1[CH2:22][CH2:23][CH2:24][CH2:25][CH3:26])=[CH:19][CH:18]=[CH:17][CH:16]=3)[CH:7]=[CH:6]2.B(Br)(Br)Br. (6) Given the product [CH3:23][O:22][C:20]([C@@H:12]1[C@H:13]([C:14]2[CH:19]=[CH:18][CH:17]=[CH:16][CH:15]=2)[C@H:11]1[C:8]1[CH:9]=[CH:10][C:5]([C:25]2[N:30]=[CH:29][C:28]([CH:31]3[CH2:33][CH2:32]3)=[CH:27][N:26]=2)=[CH:6][CH:7]=1)=[O:21], predict the reactants needed to synthesize it. The reactants are: B([O-])[O-].Br[C:5]1[CH:10]=[CH:9][C:8]([C@@H:11]2[C@@H:13]([C:14]3[CH:19]=[CH:18][CH:17]=[CH:16][CH:15]=3)[C@H:12]2[C:20]([O:22][CH3:23])=[O:21])=[CH:7][CH:6]=1.Br[C:25]1[N:30]=[CH:29][C:28]([CH:31]2[CH2:33][CH2:32]2)=[CH:27][N:26]=1.